This data is from Forward reaction prediction with 1.9M reactions from USPTO patents (1976-2016). The task is: Predict the product of the given reaction. (1) The product is: [CH2:18]([NH:25][C:2]1[C:10]([N+:11]([O-:13])=[O:12])=[CH:9][C:8]([C:14]([F:17])([F:16])[F:15])=[CH:7][C:3]=1[C:4]([OH:6])=[O:5])[C:19]1[CH:24]=[CH:23][CH:22]=[CH:21][CH:20]=1. Given the reactants Cl[C:2]1[C:10]([N+:11]([O-:13])=[O:12])=[CH:9][C:8]([C:14]([F:17])([F:16])[F:15])=[CH:7][C:3]=1[C:4]([OH:6])=[O:5].[CH2:18]([NH2:25])[C:19]1[CH:24]=[CH:23][CH:22]=[CH:21][CH:20]=1.Cl, predict the reaction product. (2) The product is: [CH2:2]([O:9][C:10](=[O:19])[NH:11][C:12]1([CH3:18])[CH2:17][CH2:16][N:15]([C:21]2[N:26]=[C:25]([C:27]([F:30])([F:29])[F:28])[CH:24]=[CH:23][N:22]=2)[CH2:14][CH2:13]1)[C:3]1[CH:8]=[CH:7][CH:6]=[CH:5][CH:4]=1. Given the reactants Cl.[CH2:2]([O:9][C:10](=[O:19])[NH:11][C:12]1([CH3:18])[CH2:17][CH2:16][NH:15][CH2:14][CH2:13]1)[C:3]1[CH:8]=[CH:7][CH:6]=[CH:5][CH:4]=1.Cl[C:21]1[N:26]=[C:25]([C:27]([F:30])([F:29])[F:28])[CH:24]=[CH:23][N:22]=1.C(N(C(C)C)CC)(C)C, predict the reaction product. (3) Given the reactants [OH:1][C:2]1[CH:11]=[C:10]2[C:5]([C:6]([O:12][C:13]3[CH:18]=[CH:17][C:16]([NH:19][C:20]([C:22]4[C:23](=[O:35])[N:24]([C:29]5[CH:34]=[CH:33][CH:32]=[CH:31][CH:30]=5)[N:25]([CH3:28])[C:26]=4[CH3:27])=[O:21])=[CH:15][C:14]=3[F:36])=[CH:7][CH:8]=[N:9]2)=[CH:4][CH:3]=1.C(=O)([O-])[O-].[Cs+].[Cs+].CS(O[CH2:48][C@H:49]1[CH2:55][CH2:54][C:51]2([CH2:53][CH2:52]2)[O:50]1)(=O)=O, predict the reaction product. The product is: [CH2:52]1[C:51]2([CH2:54][CH2:55][C@H:49]([CH2:48][O:1][C:2]3[CH:11]=[C:10]4[C:5]([C:6]([O:12][C:13]5[CH:18]=[CH:17][C:16]([NH:19][C:20]([C:22]6[C:23](=[O:35])[N:24]([C:29]7[CH:30]=[CH:31][CH:32]=[CH:33][CH:34]=7)[N:25]([CH3:28])[C:26]=6[CH3:27])=[O:21])=[CH:15][C:14]=5[F:36])=[CH:7][CH:8]=[N:9]4)=[CH:4][CH:3]=3)[O:50]2)[CH2:53]1. (4) The product is: [Br:1][C:2]1[N:3]=[C:4]([C:8]([NH:10][C@H:11]2[CH2:16][CH2:15][N:14]([C:17]3[S:18][C:19]([C:23]([OH:25])=[O:24])=[C:20]([CH3:22])[N:21]=3)[CH2:13][C@H:12]2[O:28][CH3:29])=[O:9])[NH:5][C:6]=1[CH3:7]. Given the reactants [Br:1][C:2]1[N:3]=[C:4]([C:8]([NH:10][C@H:11]2[CH2:16][CH2:15][N:14]([C:17]3[S:18][C:19]([C:23]([O:25]CC)=[O:24])=[C:20]([CH3:22])[N:21]=3)[CH2:13][C@H:12]2[O:28][CH3:29])=[O:9])[NH:5][C:6]=1[CH3:7].[OH-].[Li+], predict the reaction product. (5) Given the reactants [CH3:1][O:2][C:3](=[O:36])[CH2:4][C@H:5]1[C:9]2[CH:10]=[CH:11][C:12]([O:14][C@H:15]3[C:23]4[C:18](=[C:19]([O:25][C:26]5[CH:31]=[CH:30][C:29]([CH:32]=O)=[CH:28][C:27]=5[C:34]#[N:35])[CH:20]=[CH:21][C:22]=4[F:24])[CH2:17][CH2:16]3)=[CH:13][C:8]=2[O:7][CH2:6]1.[NH:37]1[CH2:42][CH2:41][O:40][CH2:39][CH2:38]1, predict the reaction product. The product is: [CH3:1][O:2][C:3](=[O:36])[CH2:4][C@H:5]1[C:9]2[CH:10]=[CH:11][C:12]([O:14][C@H:15]3[C:23]4[C:18](=[C:19]([O:25][C:26]5[CH:31]=[CH:30][C:29]([CH2:32][N:37]6[CH2:42][CH2:41][O:40][CH2:39][CH2:38]6)=[CH:28][C:27]=5[C:34]#[N:35])[CH:20]=[CH:21][C:22]=4[F:24])[CH2:17][CH2:16]3)=[CH:13][C:8]=2[O:7][CH2:6]1. (6) Given the reactants Cl[C:2]1[CH:7]=[CH:6][N:5]=[C:4]2[CH:8]=[C:9]([C:11]3[N:12]([CH3:16])[CH:13]=[CH:14][N:15]=3)[S:10][C:3]=12.[CH:17]1([NH:20][C:21]([C:23]2[C:31]3[C:26](=[CH:27][C:28]([OH:32])=[CH:29][CH:30]=3)[N:25]([CH3:33])[C:24]=2[CH3:34])=[O:22])[CH2:19][CH2:18]1.C([O-])([O-])=O.[Cs+].[Cs+], predict the reaction product. The product is: [CH:17]1([NH:20][C:21]([C:23]2[C:31]3[C:26](=[CH:27][C:28]([O:32][C:2]4[CH:7]=[CH:6][N:5]=[C:4]5[CH:8]=[C:9]([C:11]6[N:12]([CH3:16])[CH:13]=[CH:14][N:15]=6)[S:10][C:3]=45)=[CH:29][CH:30]=3)[N:25]([CH3:33])[C:24]=2[CH3:34])=[O:22])[CH2:18][CH2:19]1.